This data is from Forward reaction prediction with 1.9M reactions from USPTO patents (1976-2016). The task is: Predict the product of the given reaction. (1) Given the reactants Cl[C:2]1[C:7]([N+:8]([O-:10])=[O:9])=[CH:6][CH:5]=[CH:4][N:3]=1.[CH3:11]B(O)O.C([O-])([O-])=O.[K+].[K+], predict the reaction product. The product is: [CH3:11][C:2]1[C:7]([N+:8]([O-:10])=[O:9])=[CH:6][CH:5]=[CH:4][N:3]=1. (2) Given the reactants [OH:1][CH2:2][CH:3]1[CH:7]([CH:8]([OH:12])[CH:9]([OH:11])[CH3:10])[O:6][C:5]([CH3:14])([CH3:13])[O:4]1.I[CH2:16][C:17]([O-:19])=[O:18].[Na+].[OH-].[Na+].I[CH3:24], predict the reaction product. The product is: [OH:12][CH:8]([C@H:7]1[O:6][C:5]([CH3:13])([CH3:14])[O:4][C@H:3]1[CH2:2][O:1][CH2:16][C:17]([O:19][CH3:24])=[O:18])[CH:9]([OH:11])[CH3:10]. (3) Given the reactants C(C1C=CC(C(NC2C=CC(C3SC(CCC(O)=O)=NC=3)=CC=2)=O)=CC=1)(C)(C)C.[CH2:30]([O:34][C:35]1[CH:60]=[CH:59][C:38]([C:39]([NH:41][C:42]2[CH:47]=[CH:46][C:45]([C:48]3[S:52][C:51]([CH2:53][CH2:54][C:55]([O:57]C)=[O:56])=[N:50][CH:49]=3)=[CH:44][CH:43]=2)=[O:40])=[CH:37][CH:36]=1)[CH2:31][CH2:32][CH3:33], predict the reaction product. The product is: [CH2:30]([O:34][C:35]1[CH:60]=[CH:59][C:38]([C:39]([NH:41][C:42]2[CH:47]=[CH:46][C:45]([C:48]3[S:52][C:51]([CH2:53][CH2:54][C:55]([OH:57])=[O:56])=[N:50][CH:49]=3)=[CH:44][CH:43]=2)=[O:40])=[CH:37][CH:36]=1)[CH2:31][CH2:32][CH3:33]. (4) Given the reactants [Br:1][C:2]1[CH:17]=[CH:16][C:15]([C:18]([F:21])([F:20])[F:19])=[CH:14][C:3]=1[CH2:4][NH:5][CH2:6][CH2:7][C:8]1[CH:13]=[CH:12][CH:11]=[CH:10][CH:9]=1.[CH:22]1([C:25](Cl)=[O:26])[CH2:24][CH2:23]1, predict the reaction product. The product is: [Br:1][C:2]1[CH:17]=[CH:16][C:15]([C:18]([F:19])([F:20])[F:21])=[CH:14][C:3]=1[CH2:4][N:5]([CH2:6][CH2:7][C:8]1[CH:9]=[CH:10][CH:11]=[CH:12][CH:13]=1)[C:25]([CH:22]1[CH2:24][CH2:23]1)=[O:26]. (5) Given the reactants [C:1]([O:5][C:6]([NH:8][CH2:9][C@H:10]1[CH2:15][CH2:14][C@H:13]([CH2:16][NH:17][C:18]([C:20]2[C:29]3[C:24](=[CH:25][CH:26]=[CH:27][CH:28]=3)[N:23]=[C:22]([C:30]3[CH:39]=[CH:38][C:33]([C:34]([O:36]C)=[O:35])=[CH:32][CH:31]=3)[CH:21]=2)=[O:19])[CH2:12][CH2:11]1)=[O:7])([CH3:4])([CH3:3])[CH3:2].[OH-].[Li+], predict the reaction product. The product is: [C:1]([O:5][C:6]([NH:8][CH2:9][C@H:10]1[CH2:15][CH2:14][C@H:13]([CH2:16][NH:17][C:18]([C:20]2[C:29]3[C:24](=[CH:25][CH:26]=[CH:27][CH:28]=3)[N:23]=[C:22]([C:30]3[CH:31]=[CH:32][C:33]([C:34]([OH:36])=[O:35])=[CH:38][CH:39]=3)[CH:21]=2)=[O:19])[CH2:12][CH2:11]1)=[O:7])([CH3:4])([CH3:2])[CH3:3].